The task is: Predict the product of the given reaction.. This data is from Forward reaction prediction with 1.9M reactions from USPTO patents (1976-2016). (1) Given the reactants [CH2:1]([N:4]1[CH2:9][CH2:8][O:7][CH2:6][CH2:5]1)[C:2]#[CH:3].I[C:11]1[CH:16]=[CH:15][C:14](/[C:17](/[C:34]2[CH:43]=[CH:42][C:37]3[O:38][C:39]([CH3:41])=[CH:40][C:36]=3[CH:35]=2)=[CH:18]/[CH2:19][O:20][C:21]2[CH:32]=[CH:31][C:24]([O:25][CH2:26][C:27]([O:29][CH3:30])=[O:28])=[C:23]([CH3:33])[CH:22]=2)=[CH:13][CH:12]=1, predict the reaction product. The product is: [CH3:33][C:23]1[CH:22]=[C:21]([O:20][CH2:19]/[CH:18]=[C:17](/[C:34]2[CH:43]=[CH:42][C:37]3[O:38][C:39]([CH3:41])=[CH:40][C:36]=3[CH:35]=2)\[C:14]2[CH:15]=[CH:16][C:11]([C:3]#[C:2][CH2:1][N:4]3[CH2:9][CH2:8][O:7][CH2:6][CH2:5]3)=[CH:12][CH:13]=2)[CH:32]=[CH:31][C:24]=1[O:25][CH2:26][C:27]([O:29][CH3:30])=[O:28]. (2) Given the reactants ClCCl.CC1(C)C(C)(C)OB([C:12]2[CH:13]=[CH:14][C:15]([CH2:18][CH2:19][C:20]#[N:21])=[N:16][CH:17]=2)O1.[Cl:23][CH:24]([Cl:40])[C:25]([NH:27][C@H:28]([CH2:38][F:39])[C@H:29]([OH:37])[C:30]1[CH:35]=[CH:34][C:33](I)=[CH:32][CH:31]=1)=[O:26].C(=O)([O-])[O-].[Cs+].[Cs+], predict the reaction product. The product is: [Cl:23][CH:24]([Cl:40])[C:25]([NH:27][C@H:28]([CH2:38][F:39])[C@@H:29]([C:30]1[CH:31]=[CH:32][C:33]([C:12]2[CH:17]=[N:16][C:15]([CH2:18][CH2:19][C:20]#[N:21])=[CH:14][CH:13]=2)=[CH:34][CH:35]=1)[OH:37])=[O:26]. (3) Given the reactants [C:1]1([S:7]([C:10]2[CH:22]=[CH:21][C:13](OC3C=CC=CC=3)=[CH:12][CH:11]=2)(=[O:9])=[O:8])[CH:6]=[CH:5][CH:4]=[CH:3][CH:2]=1.C1C=CC([Cl:29])=C(Cl)C=1, predict the reaction product. The product is: [C:1]1([S:7]([C:10]2[CH:22]=[CH:21][C:13]([Cl:29])=[CH:12][CH:11]=2)(=[O:9])=[O:8])[CH:6]=[CH:5][CH:4]=[CH:3][CH:2]=1. (4) The product is: [BrH:16].[OH:3][C:4]1[CH:5]=[C:6]2[C:11](=[CH:12][C:13]=1[OH:14])[CH2:10][NH:9][CH2:8][CH2:7]2. Given the reactants Cl.C[O:3][C:4]1[CH:5]=[C:6]2[C:11](=[CH:12][C:13]=1[O:14]C)[CH2:10][NH:9][CH2:8][CH2:7]2.[BrH:16], predict the reaction product. (5) Given the reactants [CH3:1][N:2]1[C:14]2[CH2:13][CH2:12][CH:11]([CH:15]3[CH2:20][CH2:19][O:18][CH2:17][CH2:16]3)[CH2:10][C:9]=2[C:8]2[C:3]1=[CH:4][CH:5]=[C:6]([C:21](O)=[O:22])[CH:7]=2.CN(C(ON1N=NC2C=CC=NC1=2)=[N+](C)C)C.F[P-](F)(F)(F)(F)F.[Cl-].[F:49][CH2:50][CH2:51][NH:52][C:53](=[O:57])[CH2:54][NH2+:55][CH3:56].C(N(CC)C(C)C)(C)C, predict the reaction product. The product is: [F:49][CH2:50][CH2:51][NH:52][C:53](=[O:57])[CH2:54][N:55]([CH3:56])[C:21]([C:6]1[CH:7]=[C:8]2[C:3](=[CH:4][CH:5]=1)[N:2]([CH3:1])[C:14]1[CH2:13][CH2:12][CH:11]([CH:15]3[CH2:16][CH2:17][O:18][CH2:19][CH2:20]3)[CH2:10][C:9]2=1)=[O:22].